From a dataset of Catalyst prediction with 721,799 reactions and 888 catalyst types from USPTO. Predict which catalyst facilitates the given reaction. (1) Reactant: [CH3:1][C:2]1[CH:3]=[C:4]([NH2:21])[CH:5]=[CH:6][C:7]=1[O:8][C:9]1[C:14]([C:15]2[CH:20]=[CH:19][N:18]=[CH:17][N:16]=2)=[CH:13][CH:12]=[CH:11][N:10]=1.[C:22](=O)(O)[O-:23].[Na+].C(Cl)(Cl)=O. Product: [N:21]([C:4]1[CH:5]=[CH:6][C:7]([O:8][C:9]2[C:14]([C:15]3[CH:20]=[CH:19][N:18]=[CH:17][N:16]=3)=[CH:13][CH:12]=[CH:11][N:10]=2)=[C:2]([CH3:1])[CH:3]=1)=[C:22]=[O:23]. The catalyst class is: 2. (2) Reactant: CN(C)/C=C/[C:5]1[CH:6]=[C:7]([CH:12]=[CH:13][C:14]=1[N+:15]([O-:17])=[O:16])[C:8]([O:10][CH3:11])=[O:9].N1C=CC=C[CH:20]=1.[C:25](Cl)(=[O:27])[CH3:26].C(Cl)Cl. Product: [O:27]=[C:25]([CH3:20])[CH2:26][C:13]1[CH:12]=[C:7]([CH:6]=[CH:5][C:14]=1[N+:15]([O-:17])=[O:16])[C:8]([O:10][CH3:11])=[O:9]. The catalyst class is: 127. (3) Reactant: [NH2:1][CH:2]1[CH2:11][CH2:10][CH2:9][C:8]2[CH:7]=[C:6]([CH:12]=[CH:13][C:14]#[N:15])[CH:5]=[CH:4][C:3]1=2.[Cl:16][C:17]1[CH:18]=[C:19]([S:24]([NH:27][CH:28]([C:33]2[CH:38]=[CH:37][C:36]([F:39])=[CH:35][CH:34]=2)[CH2:29][C:30](O)=[O:31])(=[O:26])=[O:25])[CH:20]=[CH:21][C:22]=1[Cl:23].CN(C(ON1N=NC2C=CC=NC1=2)=[N+](C)C)C.F[P-](F)(F)(F)(F)F.C(Cl)CCl.CCN(C(C)C)C(C)C. Product: [C:14]([CH:13]=[CH:12][C:6]1[CH:7]=[C:8]2[C:3](=[CH:4][CH:5]=1)[CH:2]([NH:1][C:30](=[O:31])[CH2:29][CH:28]([NH:27][S:24]([C:19]1[CH:20]=[CH:21][C:22]([Cl:23])=[C:17]([Cl:16])[CH:18]=1)(=[O:26])=[O:25])[C:33]1[CH:38]=[CH:37][C:36]([F:39])=[CH:35][CH:34]=1)[CH2:11][CH2:10][CH2:9]2)#[N:15]. The catalyst class is: 2. (4) Reactant: [C:1]([O:5][C:6]([N:8]1[C:16]2[CH:15]=[C:14]([CH:17]([OH:24])[C:18]3[CH:23]=[CH:22][CH:21]=[CH:20][CH:19]=3)[N:13]=[CH:12][C:11]=2[C:10]([CH3:26])([CH3:25])[CH2:9]1)=[O:7])([CH3:4])([CH3:3])[CH3:2].[H-].[Na+].[CH3:29]I.O. Product: [C:1]([O:5][C:6]([N:8]1[C:16]2[CH:15]=[C:14]([CH:17]([O:24][CH3:29])[C:18]3[CH:19]=[CH:20][CH:21]=[CH:22][CH:23]=3)[N:13]=[CH:12][C:11]=2[C:10]([CH3:26])([CH3:25])[CH2:9]1)=[O:7])([CH3:4])([CH3:2])[CH3:3]. The catalyst class is: 1. (5) Reactant: O.O.P([O-])([O-])(O)=O.[Na+].[Na+].P([O-])(O)(O)=O.[Na+].[C:16]([NH:19][CH:20]([CH2:26][C:27]1[CH:36]=[CH:35][C:34]2[CH2:33][CH2:32][CH2:31][CH2:30][C:29]=2[CH:28]=1)[C:21]([O:23][CH2:24][CH3:25])=[O:22])(=[O:18])[CH3:17].[OH-].[Na+]. Product: [C:16]([NH:19][C@H:20]([CH2:26][C:27]1[CH:36]=[CH:35][C:34]2[CH2:33][CH2:32][CH2:31][CH2:30][C:29]=2[CH:28]=1)[C:21]([O:23][CH2:24][CH3:25])=[O:22])(=[O:18])[CH3:17]. The catalyst class is: 283. (6) Reactant: C(Cl)(=O)C.[CH:5]([O:8][CH2:9][C@@H:10]1[CH2:14][O:13]C(C)(C)[O:11]1)([CH3:7])[CH3:6]. Product: [CH:5]([O:8][CH2:9][C@@H:10]([OH:11])[CH2:14][OH:13])([CH3:7])[CH3:6]. The catalyst class is: 5. (7) Reactant: Br[CH:2]([CH2:10][C:11]1[CH:16]=[CH:15][CH:14]=[C:13]([S:17][CH3:18])[CH:12]=1)[C:3](=O)[C:4]([O:6][CH2:7][CH3:8])=[O:5].[NH2:19][C:20]([NH2:22])=[S:21]. Product: [NH2:22][C:20]1[S:21][C:2]([CH2:10][C:11]2[CH:16]=[CH:15][CH:14]=[C:13]([S:17][CH3:18])[CH:12]=2)=[C:3]([C:4]([O:6][CH2:7][CH3:8])=[O:5])[N:19]=1. The catalyst class is: 14. (8) Reactant: [CH2:1]([O:3][C:4](=[O:19])[CH2:5][CH2:6][CH2:7][N:8]1[C:12]2[N:13]=[C:14]([CH3:18])[N:15]=[C:16](Cl)[C:11]=2[CH:10]=[CH:9]1)[CH3:2].[C:20]([O:24][C:25](=[O:40])[C@@H:26]([NH:29][C:30]([O:32][CH2:33][C:34]1[CH:39]=[CH:38][CH:37]=[CH:36][CH:35]=1)=[O:31])[CH2:27][NH2:28])([CH3:23])([CH3:22])[CH3:21].C(N(CC)CC)C. Product: [CH2:1]([O:3][C:4](=[O:19])[CH2:5][CH2:6][CH2:7][N:8]1[C:12]2[N:13]=[C:14]([CH3:18])[N:15]=[C:16]([NH:28][CH2:27][C@H:26]([NH:29][C:30]([O:32][CH2:33][C:34]3[CH:35]=[CH:36][CH:37]=[CH:38][CH:39]=3)=[O:31])[C:25]([O:24][C:20]([CH3:22])([CH3:23])[CH3:21])=[O:40])[C:11]=2[CH:10]=[CH:9]1)[CH3:2]. The catalyst class is: 60. (9) Reactant: [Br-].[CH2:2]([P+](C1C=CC=CC=1)(C1C=CC=CC=1)C1C=CC=CC=1)[CH:3]([CH3:5])[CH3:4].[Li]CCCC.[C:30]([N:37]1[C@@H:42]([CH:43]=O)[CH2:41][CH2:40][CH2:39][C@@H:38]1[CH3:45])([O:32][C:33]([CH3:36])([CH3:35])[CH3:34])=[O:31].CCOC(C)=O.CCCCCC. Product: [C:30]([N:37]1[C@@H:42]([CH:43]=[CH:2][CH:3]([CH3:5])[CH3:4])[CH2:41][CH2:40][CH2:39][C@@H:38]1[CH3:45])([O:32][C:33]([CH3:36])([CH3:35])[CH3:34])=[O:31]. The catalyst class is: 20.